From a dataset of Forward reaction prediction with 1.9M reactions from USPTO patents (1976-2016). Predict the product of the given reaction. (1) Given the reactants Cl.[N:2]1([C:7]2[CH:21]=[CH:20][C:19]([C:22]([F:25])([F:24])[F:23])=[CH:18][C:8]=2[CH2:9][NH:10][C:11](=[O:17])[C@@H:12]2[CH2:16][CH2:15][CH2:14][NH:13]2)[CH:6]=[N:5][N:4]=[N:3]1.[C:26]([O:30][C:31]([NH:33][C@@H:34]([C:40](O)=[O:41])[CH2:35][C:36]([CH3:39])([CH3:38])[CH3:37])=[O:32])([CH3:29])([CH3:28])[CH3:27].C(Cl)CCl.C1C=NC2N(O)N=NC=2C=1.CCN(C(C)C)C(C)C, predict the reaction product. The product is: [C:26]([O:30][C:31]([NH:33][C@@H:34]([C:40]([N:13]1[CH2:14][CH2:15][CH2:16][C@H:12]1[C:11]([NH:10][CH2:9][C:8]1[CH:18]=[C:19]([C:22]([F:25])([F:23])[F:24])[CH:20]=[CH:21][C:7]=1[N:2]1[CH:6]=[N:5][N:4]=[N:3]1)=[O:17])=[O:41])[CH2:35][C:36]([CH3:39])([CH3:38])[CH3:37])=[O:32])([CH3:29])([CH3:28])[CH3:27]. (2) Given the reactants Cl[C:2]1[C:3]([NH2:8])=[N:4][CH:5]=[CH:6][N:7]=1.[NH:9]1[CH2:14][CH2:13][O:12][CH2:11][CH2:10]1, predict the reaction product. The product is: [O:12]1[CH2:13][CH2:14][N:9]([C:2]2[C:3]([NH2:8])=[N:4][CH:5]=[CH:6][N:7]=2)[CH2:10][CH2:11]1. (3) Given the reactants S(Cl)(Cl)=O.[Br:5][C:6]1[CH:11]=[CH:10][C:9]([S:12]([N:15]([CH2:17][C:18]2[S:19][CH:20]=[C:21]([C:23]([OH:25])=O)[N:22]=2)[CH3:16])(=[O:14])=[O:13])=[CH:8][CH:7]=1.C(N(CC)CC)C.[NH:33]1[C:42]2[C:37](=[CH:38][CH:39]=[CH:40][CH:41]=2)[CH2:36][CH2:35][CH2:34]1, predict the reaction product. The product is: [Br:5][C:6]1[CH:7]=[CH:8][C:9]([S:12]([N:15]([CH2:17][C:18]2[S:19][CH:20]=[C:21]([C:23]([N:33]3[C:42]4[C:37](=[CH:38][CH:39]=[CH:40][CH:41]=4)[CH2:36][CH2:35][CH2:34]3)=[O:25])[N:22]=2)[CH3:16])(=[O:13])=[O:14])=[CH:10][CH:11]=1. (4) Given the reactants C([O:3][C:4]([C:6]1[C:10]([CH3:11])=[C:9]([C:12]2[NH:13][C:14]3[CH:20]=[C:19]([C:21](=[O:28])[C:22]4[CH:27]=[CH:26][CH:25]=[CH:24][CH:23]=4)[CH:18]=[CH:17][C:15]=3[N:16]=2)[NH:8][C:7]=1[CH3:29])=[O:5])C.[OH-].[Na+].Cl, predict the reaction product. The product is: [C:21]([C:19]1[CH:18]=[CH:17][C:15]2[N:16]=[C:12]([C:9]3[NH:8][C:7]([CH3:29])=[C:6]([C:4]([OH:5])=[O:3])[C:10]=3[CH3:11])[NH:13][C:14]=2[CH:20]=1)(=[O:28])[C:22]1[CH:23]=[CH:24][CH:25]=[CH:26][CH:27]=1. (5) Given the reactants [CH2:1]([N:8]1[C:16]2[C:11](=[CH:12][CH:13]=[CH:14][CH:15]=2)[C:10]([C:17]([NH:19][C:20]2[CH:25]=[CH:24][C:23]([CH2:26][C:27]([O:29]C)=[O:28])=[CH:22][C:21]=2[Cl:31])=[O:18])=[CH:9]1)[C:2]1[CH:7]=[CH:6][CH:5]=[CH:4][CH:3]=1.[OH-].[Na+], predict the reaction product. The product is: [CH2:1]([N:8]1[C:16]2[C:11](=[CH:12][CH:13]=[CH:14][CH:15]=2)[C:10]([C:17]([NH:19][C:20]2[CH:25]=[CH:24][C:23]([CH2:26][C:27]([OH:29])=[O:28])=[CH:22][C:21]=2[Cl:31])=[O:18])=[CH:9]1)[C:2]1[CH:3]=[CH:4][CH:5]=[CH:6][CH:7]=1. (6) Given the reactants [OH:1][C:2]1[CH:7]=[C:6]([OH:8])[CH:5]=[C:4]([OH:9])[C:3]=1[C:10](=[O:13])[CH2:11][CH3:12].[CH2:14](Br)[CH2:15][C:16]([CH3:18])=[CH2:17], predict the reaction product. The product is: [OH:1][C:2]1[C:7]([CH2:14][CH:15]=[C:16]([CH3:18])[CH3:17])=[C:6]([OH:8])[C:5]([CH2:7][CH:2]=[C:3]([CH3:10])[CH3:4])=[C:4]([OH:9])[C:3]=1[C:10](=[O:13])[CH2:11][CH3:12].